From a dataset of Full USPTO retrosynthesis dataset with 1.9M reactions from patents (1976-2016). Predict the reactants needed to synthesize the given product. Given the product [CH3:23][CH:22]([C@H:16]1[CH2:15][C@@H:14]([C:5]2[C:4]3[C:8](=[C:9]([C:11]([NH2:13])=[O:12])[CH:10]=[C:2]([C:33]4[CH:34]=[CH:35][S:31][CH:32]=4)[CH:3]=3)[NH:7][CH:6]=2)[CH2:19][CH2:18][S:17]1(=[O:21])=[O:20])[CH3:24], predict the reactants needed to synthesize it. The reactants are: Br[C:2]1[CH:3]=[C:4]2[C:8](=[C:9]([C:11]([NH2:13])=[O:12])[CH:10]=1)[NH:7][CH:6]=[C:5]2[C@H:14]1[CH2:19][CH2:18][S:17](=[O:21])(=[O:20])[C@@H:16]([CH:22]([CH3:24])[CH3:23])[CH2:15]1.O1CCOCC1.[S:31]1[CH:35]=[CH:34][C:33](B(O)O)=[CH:32]1.C([O-])([O-])=O.[K+].[K+].